Dataset: Catalyst prediction with 721,799 reactions and 888 catalyst types from USPTO. Task: Predict which catalyst facilitates the given reaction. (1) Reactant: [F:1][C:2]1[CH:3]=[C:4]2[C:8](=[C:9]([CH:11]=[CH:12][C:13]([OH:15])=[O:14])[CH:10]=1)[NH:7][CH:6]=[C:5]2[CH3:16].CC(C)([O-])C.[K+].[Cl:23][C:24]1[CH:31]=[C:30]([Cl:32])[CH:29]=[CH:28][C:25]=1[CH2:26]Cl. Product: [Cl:23][C:24]1[CH:31]=[C:30]([Cl:32])[CH:29]=[CH:28][C:25]=1[CH2:26][N:7]1[C:8]2[C:4](=[CH:3][C:2]([F:1])=[CH:10][C:9]=2/[CH:11]=[CH:12]/[C:13]([OH:15])=[O:14])[C:5]([CH3:16])=[CH:6]1. The catalyst class is: 1. (2) Reactant: [N+:1]([C:4]1[CH:9]=[CH:8][CH:7]=[CH:6][C:5]=1[OH:10])([O-:3])=[O:2].Br[CH2:12][C:13]([CH3:15])=[CH2:14].C(=O)([O-])[O-].[K+].[K+].C(OCC)(=O)C. Product: [CH3:14][C:13](=[CH2:12])[CH2:15][O:10][C:5]1[CH:6]=[CH:7][CH:8]=[CH:9][C:4]=1[N+:1]([O-:3])=[O:2]. The catalyst class is: 35.